The task is: Binary Classification. Given a drug SMILES string, predict its activity (active/inactive) in a high-throughput screening assay against a specified biological target.. This data is from Cav3 T-type calcium channel HTS with 100,875 compounds. (1) The drug is Brc1oc(C(=O)Nc2ccccc2)cc1. The result is 0 (inactive). (2) The compound is S(=O)(=O)(N(C)C)c1ccc(cc1)C(=O)Nc1c(OCC)cccc1. The result is 0 (inactive). (3) The compound is O=c1nc(n2nc(cc2Nc2ccc(cc2)C)C)[nH]c(c1)C. The result is 0 (inactive). (4) The molecule is Clc1cc(CN2CCN(C2=O)CC(=O)NCCOC)ccc1. The result is 0 (inactive). (5) The drug is S(=O)(=O)(N(CC(CC(=O)Nc1sc(nn1)CC)c1ccccc1)C)c1ccccc1. The result is 1 (active).